This data is from Catalyst prediction with 721,799 reactions and 888 catalyst types from USPTO. The task is: Predict which catalyst facilitates the given reaction. (1) Reactant: [Br:1][C:2]1[CH:10]=[C:9]2[C:5]([C:6]([CH3:11])=[N:7][NH:8]2)=[C:4]([F:12])[CH:3]=1.[H-].[Na+].I[CH3:16]. Product: [Br:1][C:2]1[CH:10]=[C:9]2[C:5]([C:6]([CH3:11])=[N:7][N:8]2[CH3:16])=[C:4]([F:12])[CH:3]=1. The catalyst class is: 9. (2) Reactant: [C:1]1([C:7]2([C:14]3[CH:19]=[CH:18][CH:17]=[CH:16][CH:15]=3)[NH:11][C:10](=[O:12])[NH:9][C:8]2=[O:13])[CH:6]=[CH:5][CH:4]=[CH:3][CH:2]=1.[H-].[Na+].[C:22]1([S:32](Cl)(=[O:34])=[O:33])[C:31]2[C:26](=[CH:27][CH:28]=[CH:29][CH:30]=2)[CH:25]=[CH:24][CH:23]=1.O. Product: [C:22]1([S:32]([N:9]2[C:8](=[O:13])[C:7]([C:1]3[CH:6]=[CH:5][CH:4]=[CH:3][CH:2]=3)([C:14]3[CH:15]=[CH:16][CH:17]=[CH:18][CH:19]=3)[NH:11][C:10]2=[O:12])(=[O:34])=[O:33])[C:31]2[C:26](=[CH:27][CH:28]=[CH:29][CH:30]=2)[CH:25]=[CH:24][CH:23]=1. The catalyst class is: 54.